From a dataset of Experimentally validated miRNA-target interactions with 360,000+ pairs, plus equal number of negative samples. Binary Classification. Given a miRNA mature sequence and a target amino acid sequence, predict their likelihood of interaction. (1) The miRNA is hsa-miR-132-3p with sequence UAACAGUCUACAGCCAUGGUCG. The protein sequence of the target gene is MSDEASAITSYEKFLTPEEPFPLLGPPRGVGTCPSEEPGCLDISDFGCQLSSCHRTDPLHRFHTNRWNLTSCGTSVASSEGSEELFSSVSVGDQDDCYSLLDDQDFTSFDLFPEGSVCSDVSSSISTYWDWSDSEFEWQLPGSDIASGSDVLSDVIPSIPSSPCLLPKKKNKHRNLDELPWSAMTNDEQVEYIEYLSRKVSTEMGLREQLDIIKIIDPSAQISPTDSEFIIELNCLTDEKLKQVRNYIKEHSPRQRPAREAWKRSNFSCASTSGVSGASASASSSSASMVSSASSSGSSV.... Result: 1 (interaction). (2) The miRNA is hsa-miR-3670 with sequence AGAGCUCACAGCUGUCCUUCUCUA. The protein sequence of the target gene is MKKISLKTFRKSFNLSKSKDETEFMVVQPQSLAGDFVKDDSLFGSCYGKDMASCDIGSEDEKGKNRSKSESLMGTLKRRLSAKQKTKGKGGTASTDEDTFSSASAPGGLKDVRAPRPIRSTSLRSHHYSPTPWPLRPTSSEETCIKMEMRVKALVHAASPGPVNGVRKDLRELQPRELRDLQPEPRPESRCSPSSPGDLSLHLEEHVPVVIGLMSQDYLQYTVPLDDGMCPLEGPRSCCLDTSSPMEVSAVPLPGASGAFSEDDSHVDQDLVVGPEILVDSSVNNLLIGTTGVMLQSPRG.... Result: 0 (no interaction). (3) The miRNA is hsa-miR-421 with sequence AUCAACAGACAUUAAUUGGGCGC. The protein sequence of the target gene is MSPDVPLLNDYKQDFFLKRFPQTVLGGPRFKLGYCAPPYIYVNQIILFLMPWVWGGVGTLLYQLGILKDYYTAALSGGLMLFTAFVIQFTSLYAKNKSTTVERILTTDILAEEDEHEFTSCTGAETVKFLIPGKKYVANTVFHSILAGLACGLGTWYLLPNRITLLYGSTGGTALLFFFGWMTLCIAEYSLIVNTATETATFQTQDTYEIIPLMRPLYIFFFVSVDLAHRFVVNMPALEHMNQILHILFVFLPFLWALGTLPPPDALLLWAMEQVLEFGLGGSSMSTHLRLLVMFIMSAG.... Result: 1 (interaction). (4) The protein sequence of the target gene is MANNYKKIVLLKGLEVINDYHFRIVKSLLSNDLKLNPKMKEEYDKIQIADLMEEKFPGDAGLGKLIEFFKEIPTLGDLAETLKREKLKVANKIESIPVKGIIPSKKTKQKEVYPATPACTPSNRLTAKGAEETLGPQKRKKPSEEETGTKRSKMSKEQTRPSCSAGASTSTAMGRSPPPQTSSSAPPNTSSTESLKPLANRHATASKNIFREDPIIAMVLNATKVFKYESSENEQRRMFHATVATQTQFFHVKVLNINLKRKFIKKRIIIISNYSKRNSLLEVNEASSVSEAGPDQTFEV.... The miRNA is hsa-miR-4709-5p with sequence ACAACAGUGACUUGCUCUCCAA. Result: 0 (no interaction).